Dataset: Catalyst prediction with 721,799 reactions and 888 catalyst types from USPTO. Task: Predict which catalyst facilitates the given reaction. (1) Product: [CH3:1][O:2][C:3](=[O:21])[C:4]1[CH:9]=[C:8]([N:10]2[CH2:14][CH2:13][CH2:12][C:11]2=[O:15])[CH:7]=[C:6]([O:16][CH2:17][CH2:18][CH2:19][O:20][CH3:22])[CH:5]=1. The catalyst class is: 2. Reactant: [CH3:1][O:2][C:3](=[O:21])[C:4]1[CH:9]=[C:8]([N:10]2[CH2:14][CH2:13][CH2:12][C:11]2=[O:15])[CH:7]=[C:6]([O:16][CH2:17][CH2:18][CH2:19][OH:20])[CH:5]=1.[CH3:22]N(C1C2C(N(C)C)=CC=CC=2C=CC=1)C.F[B-](F)(F)F.C[O+](C)C. (2) Reactant: [CH3:1][S:2]([N:5]1[CH2:10][CH2:9][N:8]([C:11](=[O:30])[C@@H:12]([N:20]([CH3:29])[C:21]([C:23]2[CH:28]=[CH:27][CH:26]=[CH:25][CH:24]=2)=[O:22])[CH2:13][CH2:14][CH2:15][C:16]([O:18]C)=[O:17])[CH2:7][CH2:6]1)(=[O:4])=[O:3].[Li+].[OH-]. Product: [CH3:1][S:2]([N:5]1[CH2:6][CH2:7][N:8]([C:11](=[O:30])[C@@H:12]([N:20]([CH3:29])[C:21]([C:23]2[CH:24]=[CH:25][CH:26]=[CH:27][CH:28]=2)=[O:22])[CH2:13][CH2:14][CH2:15][C:16]([OH:18])=[O:17])[CH2:9][CH2:10]1)(=[O:3])=[O:4]. The catalyst class is: 30. (3) Reactant: [C:1]1([C:7]2[NH:11][C:10]3[CH:12]=[C:13]([C:15]([O:17][CH3:18])=[O:16])[S:14][C:9]=3[CH:8]=2)[CH:6]=[CH:5][CH:4]=[CH:3][CH:2]=1.C(OC(=O)C)(=O)C.[C:26]1(=O)[CH2:31][CH2:30][CH2:29][CH2:28][CH2:27]1.P(=O)(O)(O)O. The catalyst class is: 15. Product: [C:26]1([C:8]2[C:9]3[S:14][C:13]([C:15]([O:17][CH3:18])=[O:16])=[CH:12][C:10]=3[NH:11][C:7]=2[C:1]2[CH:2]=[CH:3][CH:4]=[CH:5][CH:6]=2)[CH2:31][CH2:30][CH2:29][CH2:28][CH:27]=1. (4) Reactant: [C:1]([C:3]1[CH:4]=[C:5]([CH:10]2[CH2:15][CH:14]([NH:16][C:17](=[O:24])[C:18]3[CH:23]=[CH:22][CH:21]=[CH:20][N:19]=3)[C:13](=O)[CH2:12][CH2:11]2)[CH:6]=[C:7]([F:9])[CH:8]=1)#[N:2].CC[N+](S(N=C(OC)[O-])(=O)=O)(CC)CC. Product: [F:9][C:7]1[CH:8]=[C:3]([CH:4]=[C:5]([CH:10]2[CH2:15][C:14]3[N:16]=[C:17]([C:18]4[CH:23]=[CH:22][CH:21]=[CH:20][N:19]=4)[O:24][C:13]=3[CH2:12][CH2:11]2)[CH:6]=1)[C:1]#[N:2]. The catalyst class is: 13. (5) Reactant: C[O-].[Na+].[N+](C(C)C)([O-])=[O:5].[Cl:10][C:11]1[C:12]([CH3:20])=[C:13]([C:16]([Cl:19])=[CH:17][CH:18]=1)[CH2:14]Br.Cl. The catalyst class is: 24. Product: [Cl:10][C:11]1[C:12]([CH3:20])=[C:13]([C:16]([Cl:19])=[CH:17][CH:18]=1)[CH:14]=[O:5]. (6) Reactant: C([O:3][C:4]1[CH:13]=[C:12]2[C:7]([CH:8]=[CH:9][C:10]([NH:14][C:15](=[O:21])[O:16][C:17]([CH3:20])([CH3:19])[CH3:18])=[CH:11]2)=[CH:6][CH:5]=1)C. Product: [O:3]=[C:4]1[CH2:13][C:12]2[CH:11]=[C:10]([NH:14][C:15](=[O:21])[O:16][C:17]([CH3:19])([CH3:18])[CH3:20])[CH:9]=[CH:8][C:7]=2[CH2:6][CH2:5]1. The catalyst class is: 7.